Task: Predict the reaction yield, written as a fraction of the theoretical maximum amount of product (1.0 means a 100% yield; for example, 0.34 means a 34% yield).. Dataset: Reaction yield outcomes from USPTO patents with 853,638 reactions (1) The reactants are C([O:3][CH:4](OCC)[CH2:5][O:6][C:7]1[C:14]([O:15][CH3:16])=[CH:13][CH:12]=[CH:11][C:8]=1[CH:9]=O)C. The catalyst is C(O)(=O)C. The product is [CH3:16][O:15][C:14]1[C:7]2[O:6][C:5]([CH:4]=[O:3])=[CH:9][C:8]=2[CH:11]=[CH:12][CH:13]=1. The yield is 0.340. (2) The reactants are [Cl:1][C:2]1[N:3]([S:18]([C:21]2[CH:26]=[CH:25][CH:24]=[CH:23][CH:22]=2)(=[O:20])=[O:19])[C:4]([C:12]2[CH:17]=[CH:16][CH:15]=[CH:14][CH:13]=2)=[CH:5][C:6]=1[C:7](OCC)=[O:8].[H-].C([Al+]CC(C)C)C(C)C.Cl. The catalyst is O1CCCC1.C1(C)C=CC=CC=1. The product is [Cl:1][C:2]1[N:3]([S:18]([C:21]2[CH:26]=[CH:25][CH:24]=[CH:23][CH:22]=2)(=[O:20])=[O:19])[C:4]([C:12]2[CH:13]=[CH:14][CH:15]=[CH:16][CH:17]=2)=[CH:5][C:6]=1[CH2:7][OH:8]. The yield is 0.780. (3) The reactants are [NH2:1][C@@H:2]([CH:6]([CH3:8])[CH3:7])[C:3]([OH:5])=[O:4].[OH-].[Na+].Cl[C:12]([O:14][CH3:15])=[O:13]. The catalyst is O1CCOCC1. The product is [CH3:15][O:14][C:12]([NH:1][C@@H:2]([CH:6]([CH3:8])[CH3:7])[C:3]([OH:5])=[O:4])=[O:13]. The yield is 0.940. (4) The product is [Br:10][C:5]1[C:4]([F:9])=[CH:3][C:2]([Cl:1])=[CH:7][N:6]=1. The yield is 0.900. The reactants are [Cl:1][C:2]1[CH:3]=[C:4]([F:9])[C:5](N)=[N:6][CH:7]=1.[BrH:10].BrBr.N([O-])=O.[Na+].[OH-].[Na+]. The catalyst is O.